Task: Regression. Given a peptide amino acid sequence and an MHC pseudo amino acid sequence, predict their binding affinity value. This is MHC class II binding data.. Dataset: Peptide-MHC class II binding affinity with 134,281 pairs from IEDB (1) The peptide sequence is YDKWLANVSTVLTGK. The MHC is DRB1_0401 with pseudo-sequence DRB1_0401. The binding affinity (normalized) is 0.681. (2) The peptide sequence is PGKYTAYEGQRVVFIQ. The MHC is DRB1_1501 with pseudo-sequence DRB1_1501. The binding affinity (normalized) is 0.576. (3) The peptide sequence is GFIGFCKSMGSKCVR. The MHC is DRB1_0701 with pseudo-sequence DRB1_0701. The binding affinity (normalized) is 0.742. (4) The peptide sequence is TPAETTVRLRAYMNTPGLPV. The MHC is DRB1_0401 with pseudo-sequence DRB1_0401. The binding affinity (normalized) is 0.652. (5) The peptide sequence is TGHGTVVMQVKVPKG. The MHC is DRB1_1302 with pseudo-sequence DRB1_1302. The binding affinity (normalized) is 0. (6) The peptide sequence is AFKIAATAANAAPTN. The MHC is HLA-DQA10201-DQB10202 with pseudo-sequence HLA-DQA10201-DQB10202. The binding affinity (normalized) is 0.284.